This data is from TCR-epitope binding with 47,182 pairs between 192 epitopes and 23,139 TCRs. The task is: Binary Classification. Given a T-cell receptor sequence (or CDR3 region) and an epitope sequence, predict whether binding occurs between them. (1) The TCR CDR3 sequence is CASSLGAFNEQFF. The epitope is KAYNVTQAF. Result: 0 (the TCR does not bind to the epitope). (2) The epitope is GILGFVFTL. The TCR CDR3 sequence is CASSARSGEPQHF. Result: 1 (the TCR binds to the epitope). (3) The epitope is YFPLQSYGF. The TCR CDR3 sequence is CASSHGHTPNWIQYF. Result: 1 (the TCR binds to the epitope). (4) The epitope is FTYASALWEI. Result: 0 (the TCR does not bind to the epitope). The TCR CDR3 sequence is CASSMGGNQYF. (5) The epitope is NLNESLIDL. The TCR CDR3 sequence is CASSLEVGRTQETQYF. Result: 1 (the TCR binds to the epitope). (6) The epitope is FVDGVPFVV. The TCR CDR3 sequence is CASSLASGRAWNEQFF. Result: 1 (the TCR binds to the epitope). (7) The epitope is ILHCANFNV. The TCR CDR3 sequence is CASSAWAGSFEAFF. Result: 1 (the TCR binds to the epitope).